This data is from Forward reaction prediction with 1.9M reactions from USPTO patents (1976-2016). The task is: Predict the product of the given reaction. (1) Given the reactants [OH:1][CH2:2][C@@H:3]1[C@H:7]([OH:8])[CH:6]=[CH:5][CH2:4]1.N1C=CN=C1.C(Cl)Cl.[Si:17](Cl)([C:20]([CH3:23])([CH3:22])[CH3:21])([CH3:19])[CH3:18], predict the reaction product. The product is: [Si:17]([O:1][CH2:2][C@@H:3]1[C@H:7]([OH:8])[CH:6]=[CH:5][CH2:4]1)([C:20]([CH3:23])([CH3:22])[CH3:21])([CH3:19])[CH3:18]. (2) Given the reactants [C:1]1([CH:7]([C:11]2[CH:16]=[CH:15][CH:14]=[CH:13][CH:12]=2)[C:8]([OH:10])=O)[CH:6]=[CH:5][CH:4]=[CH:3][CH:2]=1.[NH2:17][C@H:18]([C:20]([N:22]1[C:28](=[O:29])[CH:27]([CH3:30])[C:26]2[CH:31]=[CH:32][CH:33]=[CH:34][C:25]=2[C:24]2[C:35]([NH2:39])=[CH:36][CH:37]=[CH:38][C:23]1=2)=[O:21])[CH3:19], predict the reaction product. The product is: [C:11]1([CH:7]([C:1]2[CH:2]=[CH:3][CH:4]=[CH:5][CH:6]=2)[C:8]([NH:17][C@H:18]([C:20]([N:22]2[C:28](=[O:29])[CH:27]([CH3:30])[C:26]3[CH:31]=[CH:32][CH:33]=[CH:34][C:25]=3[C:24]3[C:35]([NH2:39])=[CH:36][CH:37]=[CH:38][C:23]2=3)=[O:21])[CH3:19])=[O:10])[CH:16]=[CH:15][CH:14]=[CH:13][CH:12]=1. (3) Given the reactants [S:1]1[CH:5]=[CH:4][CH:3]=[C:2]1[S:6]([N:9]1[CH2:14][CH2:13][N:12]([C:15]2[CH:20]=[CH:19][C:18]([C:21]([OH:27])([CH3:26])[C:22]([F:25])([F:24])[F:23])=[CH:17][CH:16]=2)[C@@H:11]([CH2:28][N:29]2[CH:34]3[CH2:35][C:36](=[O:38])[CH2:37][CH:30]2[CH2:31][O:32][CH2:33]3)[CH2:10]1)(=[O:8])=[O:7].C1COCC1.[BH4-].[Na+], predict the reaction product. The product is: [S:1]1[CH:5]=[CH:4][CH:3]=[C:2]1[S:6]([N:9]1[CH2:14][CH2:13][N:12]([C:15]2[CH:20]=[CH:19][C:18]([C:21]([OH:27])([CH3:26])[C:22]([F:25])([F:24])[F:23])=[CH:17][CH:16]=2)[C@@H:11]([CH2:28][N:29]2[CH:30]3[CH2:37][CH:36]([OH:38])[CH2:35][CH:34]2[CH2:33][O:32][CH2:31]3)[CH2:10]1)(=[O:7])=[O:8]. (4) Given the reactants [H-].[Na+].[O:3]=[C:4]1[NH:9][CH2:8][CH2:7][N:6]([C:10]([O:12][CH2:13][C:14]2[CH:19]=[CH:18][CH:17]=[CH:16][CH:15]=2)=[O:11])[CH2:5]1.Cl[CH2:21][C:22]1[N:26]([CH3:27])[N:25]=[CH:24][N:23]=1.O, predict the reaction product. The product is: [CH3:27][N:26]1[C:22]([CH2:21][N:9]2[CH2:8][CH2:7][N:6]([C:10]([O:12][CH2:13][C:14]3[CH:19]=[CH:18][CH:17]=[CH:16][CH:15]=3)=[O:11])[CH2:5][C:4]2=[O:3])=[N:23][CH:24]=[N:25]1. (5) Given the reactants [CH2:1]([NH:3][C:4](=[O:24])[O:5][CH2:6][C@H:7]1[CH2:11][C@@H:10]([NH:12][S:13]([C:16]2[CH:21]=[C:20]([Br:22])[CH:19]=[CH:18][C:17]=2[Br:23])(=[O:15])=[O:14])[CH2:9][NH:8]1)[CH3:2].C[CH2:26][N:27](C(C)C)C(C)C.BrC#N.C(O)C(N)(CO)CO, predict the reaction product. The product is: [CH2:1]([NH:3][C:4](=[O:24])[O:5][CH2:6][C@H:7]1[CH2:11][C@@H:10]([NH:12][S:13]([C:16]2[CH:21]=[C:20]([Br:22])[CH:19]=[CH:18][C:17]=2[Br:23])(=[O:15])=[O:14])[CH2:9][N:8]1[C:26]#[N:27])[CH3:2]. (6) Given the reactants [CH3:1][C:2]1[C:10]2[C:5](=[CH:6][CH:7]=[C:8]([CH:11]=O)[CH:9]=2)[NH:4][N:3]=1.O=[C:14]([C:18]1[CH:23]=[CH:22][CH:21]=[CH:20][CH:19]=1)[CH2:15][C:16]#[N:17].[NH2:24][C:25]([CH:29]([F:31])[F:30])=[CH:26][C:27]#[N:28], predict the reaction product. The product is: [F:30][CH:29]([F:31])[C:25]1[NH:24][C:14]([C:18]2[CH:23]=[CH:22][CH:21]=[CH:20][CH:19]=2)=[C:15]([C:16]#[N:17])[CH:11]([C:8]2[CH:9]=[C:10]3[C:5](=[CH:6][CH:7]=2)[NH:4][N:3]=[C:2]3[CH3:1])[C:26]=1[C:27]#[N:28]. (7) Given the reactants FC(F)(F)S(O[C:7]1[CH:20]=[C:19]2[C:10]([O:11][C:12]3[CH:13]=[CH:14][C:15]([C:26]#[C:27][C:28]([OH:31])([CH3:30])[CH3:29])=[CH:16][C:17]=3[C@@:18]32[CH2:24][O:23][C:22]([NH2:25])=[N:21]3)=[CH:9][C:8]=1[F:32])(=O)=O.[N:35]1[CH:40]=[C:39](B(O)O)[CH:38]=[N:37][CH:36]=1.C(=O)([O-])[O-].[K+].[K+].O, predict the reaction product. The product is: [NH2:25][C:22]1[O:23][CH2:24][C@:18]2([N:21]=1)[C:19]1[CH:20]=[C:7]([C:39]3[CH:40]=[N:35][CH:36]=[N:37][CH:38]=3)[C:8]([F:32])=[CH:9][C:10]=1[O:11][C:12]1[C:17]2=[CH:16][C:15]([C:26]#[C:27][C:28]([CH3:29])([OH:31])[CH3:30])=[CH:14][CH:13]=1. (8) Given the reactants [H-].[N+:2]([C:5]1[CH:10]=[CH:9][C:8]([C:11](=[O:20])/[CH:12]=[CH:13]/[C:14]2[CH:19]=[CH:18][N:17]=[CH:16][CH:15]=2)=[CH:7][CH:6]=1)([O-:4])=[O:3], predict the reaction product. The product is: [N+:2]([C:5]1[CH:10]=[CH:9][C:8]([C:11](=[O:20])[CH2:12][CH2:13][C:14]2[CH:19]=[CH:18][N:17]=[CH:16][CH:15]=2)=[CH:7][CH:6]=1)([O-:4])=[O:3]. (9) Given the reactants [O:1]1[CH2:5][C@H:4](O)[C@H:3]([OH:7])[CH2:2]1.I([O-])(=O)(=O)=O.[Na+].C(=O)([O-])[O-].[K+].[K+].C(OP([CH2:28][C:29]([O:31][CH2:32][CH3:33])=[O:30])(OCC)=O)C, predict the reaction product. The product is: [OH:7][CH:3]1[C:28]([C:29]([O:31][CH2:32][CH3:33])=[O:30])=[CH:4][CH2:5][O:1][CH2:2]1.